The task is: Predict which catalyst facilitates the given reaction.. This data is from Catalyst prediction with 721,799 reactions and 888 catalyst types from USPTO. (1) Reactant: [NH2:1][C:2]1[CH:10]=[C:9]([C:11]([O:13][CH3:14])=[O:12])[CH:8]=[C:7]2[C:3]=1[CH:4]=[CH:5][NH:6]2.[H-].[Na+].[CH2:17](I)[CH3:18].[ClH:20]. Product: [ClH:20].[NH2:1][C:2]1[CH:10]=[C:9]([C:11]([O:13][CH3:14])=[O:12])[CH:8]=[C:7]2[C:3]=1[CH:4]=[CH:5][N:6]2[CH2:17][CH3:18]. The catalyst class is: 215. (2) Reactant: C([O:3][C:4]1[CH:5]=[C:6]2[C:11](=[CH:12][CH:13]=1)[NH:10][C:9]([CH3:15])([CH3:14])[CH:8]=[C:7]2[CH3:16])C.B(Br)(Br)Br. Product: [CH3:14][C:9]1([CH3:15])[CH:8]=[C:7]([CH3:16])[C:6]2[C:11](=[CH:12][CH:13]=[C:4]([OH:3])[CH:5]=2)[NH:10]1. The catalyst class is: 4.